From a dataset of Retrosynthesis with 50K atom-mapped reactions and 10 reaction types from USPTO. Predict the reactants needed to synthesize the given product. (1) Given the product CCCC(C(=O)OC)c1c(C)nc(-c2ccccc2)nc1-c1ccc2ncsc2c1, predict the reactants needed to synthesize it. The reactants are: CC1(C)OB(c2ccc3ncsc3c2)OC1(C)C.CCCC(C(=O)OC)c1c(C)nc(-c2ccccc2)nc1Cl. (2) Given the product CCOC(=O)C1(c2ccc(-c3ccc(-c4onc(C)c4C(F)(F)CCCc4ccccc4)cc3)cc2)CC1, predict the reactants needed to synthesize it. The reactants are: CCOC(=O)C1(c2ccc(B3OC(C)(C)C(C)(C)O3)cc2)CC1.Cc1noc(-c2ccc(Br)cc2)c1C(F)(F)CCCc1ccccc1. (3) Given the product COc1ccccc1-c1nn(COCC[Si](C)(C)C)c2ncc(-c3cccc(C(C(=O)O)N(C)C(=O)OC(C)(C)C)c3)cc12, predict the reactants needed to synthesize it. The reactants are: CN(C(=O)OC(C)(C)C)C(C(=O)O)c1cccc(Br)c1.COc1ccccc1-c1nn(COCC[Si](C)(C)C)c2ncc(B3OC(C)(C)C(C)(C)O3)cc12. (4) Given the product CCOc1cc(C)nc2nc(S(=O)(=O)Nc3c(Cl)ccc(C)c3Cl)nn12, predict the reactants needed to synthesize it. The reactants are: CCO.Cc1cc(Cl)n2nc(S(=O)(=O)Nc3c(Cl)ccc(C)c3Cl)nc2n1. (5) Given the product C=C(C)C(=O)OCCCBr, predict the reactants needed to synthesize it. The reactants are: BrCCCBr.C=C(C)C(=O)O. (6) Given the product Clc1c(Br)cncc1C1CC1, predict the reactants needed to synthesize it. The reactants are: Clc1c(Br)cncc1Br.OB(O)C1CC1.